The task is: Predict which catalyst facilitates the given reaction.. This data is from Catalyst prediction with 721,799 reactions and 888 catalyst types from USPTO. (1) Reactant: [Br:1][C:2]1[CH:3]=[C:4]2[C:9](=[CH:10][CH:11]=1)[C:8]([CH3:13])([CH3:12])[C:7](=[O:14])[C:6]([C:15](OCC)=[O:16])=[C:5]2[OH:20].Cl.[C:22]([O:26][C:27](=[O:30])[CH2:28][NH2:29])([CH3:25])([CH3:24])[CH3:23].CCN(C(C)C)C(C)C. Product: [Br:1][C:2]1[CH:3]=[C:4]2[C:9](=[CH:10][CH:11]=1)[C:8]([CH3:13])([CH3:12])[C:7](=[O:14])[C:6]([C:15]([NH:29][CH2:28][C:27]([O:26][C:22]([CH3:25])([CH3:24])[CH3:23])=[O:30])=[O:16])=[C:5]2[OH:20]. The catalyst class is: 225. (2) Reactant: [H-].[Na+].CS(C)=O.[I:7][C:8]1[CH:9]=[C:10]2[C:14](=[CH:15][CH:16]=1)[NH:13][CH:12]=[CH:11]2.Cl.[Cl:18][CH2:19][CH2:20][N:21]([CH3:23])[CH3:22]. Product: [ClH:18].[I:7][C:8]1[CH:9]=[C:10]2[C:14](=[CH:15][CH:16]=1)[N:13]([CH2:19][CH2:20][N:21]([CH3:23])[CH3:22])[CH:12]=[CH:11]2. The catalyst class is: 57.